Dataset: Reaction yield outcomes from USPTO patents with 853,638 reactions. Task: Predict the reaction yield, written as a fraction of the theoretical maximum amount of product (1.0 means a 100% yield; for example, 0.34 means a 34% yield). The reactants are [OH:1][C:2]1[CH:10]=[CH:9][C:8]([C:11]2[N:12]([C:27]([O:29][C:30]([CH3:33])([CH3:32])[CH3:31])=[O:28])[C:13]3[C:18]([CH:19]=2)=[CH:17][C:16]([CH2:20][N:21]2[CH2:26][CH2:25][CH2:24][CH2:23][CH2:22]2)=[CH:15][CH:14]=3)=[C:7]2[C:3]=1[CH2:4][NH:5][C:6]2=[O:34].C(N(CC)CC)C.[F:42][C:43]([F:55])([F:54])[C:44]1[CH:45]=[C:46]([S:50](Cl)(=[O:52])=[O:51])[CH:47]=[CH:48][CH:49]=1. The catalyst is C(#N)C. The product is [F:55][C:43]([F:42])([F:54])[C:44]1[CH:45]=[C:46]([S:50]([O:1][C:2]2[CH:10]=[CH:9][C:8]([C:11]3[N:12]([C:27]([O:29][C:30]([CH3:31])([CH3:33])[CH3:32])=[O:28])[C:13]4[C:18]([CH:19]=3)=[CH:17][C:16]([CH2:20][N:21]3[CH2:26][CH2:25][CH2:24][CH2:23][CH2:22]3)=[CH:15][CH:14]=4)=[C:7]3[C:3]=2[CH2:4][NH:5][C:6]3=[O:34])(=[O:51])=[O:52])[CH:47]=[CH:48][CH:49]=1. The yield is 0.580.